Task: Predict the reactants needed to synthesize the given product.. Dataset: Full USPTO retrosynthesis dataset with 1.9M reactions from patents (1976-2016) (1) Given the product [CH2:1]([N:8]1[CH:17]=[C:16]([CH2:18][C:19]2[C:27]3[C:22](=[CH:23][CH:24]=[CH:25][CH:26]=3)[N:21]([CH2:28][C:29]([OH:31])=[O:30])[C:20]=2[CH3:33])[C:15]2[C:10](=[CH:11][CH:12]=[CH:13][CH:14]=2)[C:9]1=[O:34])[C:2]1[CH:7]=[CH:6][CH:5]=[CH:4][CH:3]=1, predict the reactants needed to synthesize it. The reactants are: [CH2:1]([N:8]1[CH:17]=[C:16]([CH2:18][C:19]2[C:27]3[C:22](=[CH:23][CH:24]=[CH:25][CH:26]=3)[N:21]([CH2:28][C:29]([O:31]C)=[O:30])[C:20]=2[CH3:33])[C:15]2[C:10](=[CH:11][CH:12]=[CH:13][CH:14]=2)[C:9]1=[O:34])[C:2]1[CH:7]=[CH:6][CH:5]=[CH:4][CH:3]=1.C1COCC1.[OH-].[Li+].Cl. (2) Given the product [C:1]([C:4]1[C:9]([C:10]2[CH:11]=[CH:12][CH:40]=[CH:14][CH:15]=2)=[N:8][N:7]([CH2:16][CH3:17])[C:6](=[O:19])[C:5]=1[NH:20][C:30]1[C:39]2[C:34](=[CH:35][CH:36]=[CH:37][CH:38]=2)[CH:33]=[N:32][CH:31]=1)(=[O:3])[CH3:2], predict the reactants needed to synthesize it. The reactants are: [C:1]([C:4]1[C:9]([C:10]2[CH:15]=[CH:14]N=[CH:12][CH:11]=2)=[N:8][N:7]([CH2:16][CH2:17]O)[C:6](=[O:19])[C:5]=1[NH:20]C1C=C(C=CC=1)C#N)(=[O:3])[CH3:2].Br[C:30]1[C:39]2[C:34](=[CH:35][CH:36]=[CH:37][CH:38]=2)[CH:33]=[N:32][CH:31]=1.[CH3:40]NCCNC.C(=O)([O-])[O-].[K+].[K+]. (3) Given the product [Cl:14][C:15]1[CH:22]=[C:21]([N:23]([CH2:31][CH3:32])[CH:24]2[CH2:29][CH2:28][CH2:27][C:26]([OH:30])([C:2]3[CH:3]=[N:4][CH:5]=[CH:6][C:7]=3[CH3:8])[CH2:25]2)[CH:20]=[CH:19][C:16]=1[C:17]#[N:18], predict the reactants needed to synthesize it. The reactants are: Br[C:2]1[CH:3]=[N:4][CH:5]=[CH:6][C:7]=1[CH3:8].C([Li])CCC.[Cl:14][C:15]1[CH:22]=[C:21]([N:23]([CH2:31][CH3:32])[CH:24]2[CH2:29][CH2:28][CH2:27][C:26](=[O:30])[CH2:25]2)[CH:20]=[CH:19][C:16]=1[C:17]#[N:18]. (4) Given the product [CH3:12][S:1][C:2]1[S:3][C:4]2[CH:10]=[C:9]([OH:11])[CH:8]=[CH:7][C:5]=2[N:6]=1, predict the reactants needed to synthesize it. The reactants are: [SH:1][C:2]1[S:3][C:4]2[CH:10]=[C:9]([OH:11])[CH:8]=[CH:7][C:5]=2[N:6]=1.[CH2:12](N(CC)CC)C.IC. (5) Given the product [CH2:3]([C:4]1[C:16]([C:17]([O:19][CH3:20])=[O:18])=[N:13][O:14][C:5]=1[C:6]1[CH:11]=[CH:10][CH:9]=[CH:8][CH:7]=1)[CH:2]([CH3:12])[CH3:1], predict the reactants needed to synthesize it. The reactants are: [CH3:1][CH:2]([CH3:12])[CH2:3][C:4]#[C:5][C:6]1[CH:11]=[CH:10][CH:9]=[CH:8][CH:7]=1.[N+:13]([CH:16](C(OC)=O)[C:17]([O:19][CH3:20])=[O:18])([O-])=[O:14].F[P-](F)(F)(F)(F)F.C([N+]1C=CN(C)C=1)CCC.